Dataset: Full USPTO retrosynthesis dataset with 1.9M reactions from patents (1976-2016). Task: Predict the reactants needed to synthesize the given product. (1) Given the product [Cl:2][C:3]1[CH:4]=[C:5]2[C:10](=[CH:11][CH:12]=1)[CH2:9][N:8]([S:21]([CH2:24][CH2:25][C:26]([O:28][CH3:29])=[O:27])(=[O:23])=[O:22])[CH2:7][CH2:6]2, predict the reactants needed to synthesize it. The reactants are: Cl.[Cl:2][C:3]1[CH:4]=[C:5]2[C:10](=[CH:11][CH:12]=1)[CH2:9][NH:8][CH2:7][CH2:6]2.C(N(CC)CC)C.Cl[S:21]([CH2:24][CH2:25][C:26]([O:28][CH3:29])=[O:27])(=[O:23])=[O:22]. (2) Given the product [Cl:1][C:2]1[CH:19]=[CH:18][C:5]([CH:6]2[C:11]([CH3:16])([CH3:10])[CH:12]([OH:13])[C:17]3[C:8](=[CH:9][CH:10]=[C:11]([C:12]([O:14][CH3:15])=[O:13])[CH:16]=3)[NH:7]2)=[CH:4][C:3]=1[N+:20]([O-:22])=[O:21], predict the reactants needed to synthesize it. The reactants are: [Cl:1][C:2]1[CH:19]=[CH:18][C:5](/[CH:6]=[N:7]/[C:8]2[CH:17]=[CH:16][C:11]([C:12]([O:14][CH3:15])=[O:13])=[CH:10][CH:9]=2)=[CH:4][C:3]=1[N+:20]([O-:22])=[O:21]. (3) Given the product [CH3:8][C:6]1[N:5]([C:9]2[CH:10]=[CH:11][CH:12]=[CH:13][CH:14]=2)[C:4](=[O:15])[N:3]2[CH:17]=[CH:18][N:1]=[C:2]2[CH:7]=1, predict the reactants needed to synthesize it. The reactants are: [NH2:1][C:2]1[CH:7]=[C:6]([CH3:8])[N:5]([C:9]2[CH:14]=[CH:13][CH:12]=[CH:11][CH:10]=2)[C:4](=[O:15])[N:3]=1.Cl[CH2:17][CH:18]=O.O. (4) Given the product [CH3:63][CH:64]1[O:65][CH:66]([CH3:79])[CH2:67][N:68]([C:70]2[CH:76]=[CH:75][C:73]([NH:74][C:30]([CH:20]3[NH:19][CH:18]([CH2:33][C:34]([CH3:37])([CH3:36])[CH3:35])[C:17]4([C:12]5[C:13](=[CH:14][C:9]([Cl:8])=[CH:10][CH:11]=5)[NH:15][C:16]4=[O:38])[CH:21]3[C:22]3[CH:27]=[CH:26][CH:25]=[C:24]([Cl:28])[C:23]=3[F:29])=[O:31])=[C:72]([O:77][CH3:78])[CH:71]=2)[CH2:69]1, predict the reactants needed to synthesize it. The reactants are: FC(F)(F)C(O)=O.[Cl:8][C:9]1[CH:14]=[C:13]2[NH:15][C:16](=[O:38])[C:17]3([CH:21]([C:22]4[CH:27]=[CH:26][CH:25]=[C:24]([Cl:28])[C:23]=4[F:29])[CH:20]([C:30](O)=[O:31])[NH:19][CH:18]3[CH2:33][C:34]([CH3:37])([CH3:36])[CH3:35])[C:12]2=[CH:11][CH:10]=1.C(N(C(C)C)CC)(C)C.C1(P(Cl)(C2C=CC=CC=2)=O)C=CC=CC=1.[CH3:63][CH:64]1[CH2:69][N:68]([C:70]2[CH:76]=[CH:75][C:73]([NH2:74])=[C:72]([O:77][CH3:78])[CH:71]=2)[CH2:67][CH:66]([CH3:79])[O:65]1. (5) Given the product [C:19]([C:23]1[CH:24]=[C:25]([CH:29]=[CH:30][CH:31]=1)[C:26]([NH:1][C:2]1[CH:18]=[CH:17][CH:16]=[C:4]([O:5][C:6]2[CH:11]=[CH:10][N:9]=[C:8]3[NH:12][C:13](=[O:15])[NH:14][C:7]=23)[CH:3]=1)=[O:27])([CH3:22])([CH3:20])[CH3:21], predict the reactants needed to synthesize it. The reactants are: [NH2:1][C:2]1[CH:3]=[C:4]([CH:16]=[CH:17][CH:18]=1)[O:5][C:6]1[CH:11]=[CH:10][N:9]=[C:8]2[NH:12][C:13](=[O:15])[NH:14][C:7]=12.[C:19]([C:23]1[CH:24]=[C:25]([CH:29]=[CH:30][CH:31]=1)[C:26](Cl)=[O:27])([CH3:22])([CH3:21])[CH3:20]. (6) Given the product [Cl:46][C:19]1[CH:18]=[C:17]([CH2:20][CH2:21][NH:22][C:23]([NH:25][S:26]([C:29]2[CH:34]=[CH:33][C:32]([CH3:35])=[CH:31][CH:30]=2)(=[O:28])=[O:27])=[O:24])[CH:16]=[CH:15][C:14]=1[N:13]1[C:6]2=[N:7][C:8]([CH3:12])=[CH:9][C:10]([CH3:11])=[C:5]2[N:4]=[C:3]1[CH2:1][CH3:2], predict the reactants needed to synthesize it. The reactants are: [CH2:1]([C:3]1[N:13]([C:14]2[CH:19]=[CH:18][C:17]([CH2:20][CH2:21][NH:22][C:23]([NH:25][S:26]([C:29]3[CH:34]=[CH:33][C:32]([CH3:35])=[CH:31][CH:30]=3)(=[O:28])=[O:27])=[O:24])=[CH:16][CH:15]=2)[C:6]2=[N:7][C:8]([CH3:12])=[CH:9][C:10]([CH3:11])=[C:5]2[N:4]=1)[CH3:2].NC1C=CC(C(O)C)=C([Cl:46])C=1. (7) Given the product [CH3:26][N:24]1[CH:25]=[C:20]([B:9]2[O:10][C:11]([CH3:16])([CH3:17])[C:12]([CH3:14])([CH3:15])[O:13]2)[CH:21]=[CH:22][C:23]1=[O:27], predict the reactants needed to synthesize it. The reactants are: [CH3:16][C:11]1([CH3:17])[C:12]([CH3:15])([CH3:14])[O:13][B:9]([B:9]2[O:13][C:12]([CH3:15])([CH3:14])[C:11]([CH3:17])([CH3:16])[O:10]2)[O:10]1.Br[C:20]1[CH:21]=[CH:22][C:23](=[O:27])[N:24]([CH3:26])[CH:25]=1.C([O-])(=O)C.[K+].